Dataset: NCI-60 drug combinations with 297,098 pairs across 59 cell lines. Task: Regression. Given two drug SMILES strings and cell line genomic features, predict the synergy score measuring deviation from expected non-interaction effect. (1) Drug 1: COC1=NC(=NC2=C1N=CN2C3C(C(C(O3)CO)O)O)N. Drug 2: CCCCCOC(=O)NC1=NC(=O)N(C=C1F)C2C(C(C(O2)C)O)O. Cell line: DU-145. Synergy scores: CSS=-5.30, Synergy_ZIP=3.85, Synergy_Bliss=7.21, Synergy_Loewe=-5.30, Synergy_HSA=-3.27. (2) Drug 2: C1CN(P(=O)(OC1)NCCCl)CCCl. Cell line: PC-3. Synergy scores: CSS=3.79, Synergy_ZIP=-2.76, Synergy_Bliss=1.56, Synergy_Loewe=-9.29, Synergy_HSA=1.54. Drug 1: CN1CCC(CC1)COC2=C(C=C3C(=C2)N=CN=C3NC4=C(C=C(C=C4)Br)F)OC. (3) Drug 1: CS(=O)(=O)OCCCCOS(=O)(=O)C. Drug 2: CCC1(C2=C(COC1=O)C(=O)N3CC4=CC5=C(C=CC(=C5CN(C)C)O)N=C4C3=C2)O.Cl. Cell line: UACC-257. Synergy scores: CSS=4.70, Synergy_ZIP=-4.02, Synergy_Bliss=-0.702, Synergy_Loewe=-6.40, Synergy_HSA=-0.480. (4) Drug 1: CC1C(C(CC(O1)OC2CC(CC3=C2C(=C4C(=C3O)C(=O)C5=C(C4=O)C(=CC=C5)OC)O)(C(=O)CO)O)N)O.Cl. Drug 2: C1CC(=O)NC(=O)C1N2C(=O)C3=CC=CC=C3C2=O. Cell line: T-47D. Synergy scores: CSS=-3.29, Synergy_ZIP=0.571, Synergy_Bliss=-1.81, Synergy_Loewe=-5.17, Synergy_HSA=-4.37.